From a dataset of Forward reaction prediction with 1.9M reactions from USPTO patents (1976-2016). Predict the product of the given reaction. Given the reactants [C:1]([OH:6])(=[O:5])[C:2]([OH:4])=[O:3].C(OC(=O)C(OCC)CC1C=CC(OCCN)=CC=1)C.CC(C)CCO, predict the reaction product. The product is: [OH2:3].[C:1]([OH:6])(=[O:5])[C:2]([OH:4])=[O:3].[C:1]([OH:6])(=[O:5])[C:2]([OH:4])=[O:3].